From a dataset of Catalyst prediction with 721,799 reactions and 888 catalyst types from USPTO. Predict which catalyst facilitates the given reaction. Reactant: [NH2:1][C:2]1[N:7]=[C:6]([CH2:8][CH2:9][O:10][C:11]2[CH:33]=[CH:32][C:14]([CH2:15][C@@H:16]([C:28]([O:30][CH3:31])=[O:29])[NH:17][C:18]([C:20]3[C:25]([Cl:26])=[CH:24][CH:23]=[CH:22][C:21]=3[Cl:27])=[O:19])=[CH:13][CH:12]=2)[CH:5]=[CH:4][CH:3]=1.C(O)(=O)C.[CH:38]1([CH:41]=O)[CH2:40][CH2:39]1.[BH-](OC(C)=O)(OC(C)=O)OC(C)=O.[Na+]. Product: [CH:38]1([CH2:41][NH:1][C:2]2[N:7]=[C:6]([CH2:8][CH2:9][O:10][C:11]3[CH:12]=[CH:13][C:14]([CH2:15][C@@H:16]([C:28]([O:30][CH3:31])=[O:29])[NH:17][C:18]([C:20]4[C:21]([Cl:27])=[CH:22][CH:23]=[CH:24][C:25]=4[Cl:26])=[O:19])=[CH:32][CH:33]=3)[CH:5]=[CH:4][CH:3]=2)[CH2:40][CH2:39]1. The catalyst class is: 34.